From a dataset of Forward reaction prediction with 1.9M reactions from USPTO patents (1976-2016). Predict the product of the given reaction. (1) Given the reactants [C:1]1([NH:7][C:8](=[O:23])[CH:9]([C:17]2[S:21][N:20]=[C:19]([CH3:22])[N:18]=2)[CH2:10][CH2:11][CH2:12][CH2:13][CH2:14][C:15]#[N:16])[CH:6]=[CH:5][CH:4]=[CH:3][CH:2]=1.[SH2:24], predict the reaction product. The product is: [C:1]1([NH:7][C:8](=[O:23])[CH:9]([C:17]2[S:21][N:20]=[C:19]([CH3:22])[N:18]=2)[CH2:10][CH2:11][CH2:12][CH2:13][CH2:14][C:15](=[S:24])[NH2:16])[CH:6]=[CH:5][CH:4]=[CH:3][CH:2]=1. (2) Given the reactants [CH:1]([OH:4])([CH3:3])[CH3:2].[H-].[Na+].[N:7]1([C:13]([N:15]2[CH2:20][CH:19]([C:21]3[CH:26]=[CH:25][C:24]([C:27]([F:30])([F:29])[F:28])=[CH:23][CH:22]=3)[CH2:18][CH:17]([CH2:31]S([O-])(=O)=O)[CH2:16]2)=[O:14])[CH2:12][CH2:11][O:10][CH2:9][CH2:8]1.O, predict the reaction product. The product is: [CH:1]([O:4][CH2:31][CH:17]1[CH2:18][CH:19]([C:21]2[CH:26]=[CH:25][C:24]([C:27]([F:30])([F:29])[F:28])=[CH:23][CH:22]=2)[CH2:20][N:15]([C:13]([N:7]2[CH2:12][CH2:11][O:10][CH2:9][CH2:8]2)=[O:14])[CH2:16]1)([CH3:3])[CH3:2]. (3) Given the reactants Br[C:2]1[O:6][C:5]([C:7]2[C:12]([F:13])=[CH:11][CH:10]=[CH:9][C:8]=2[F:14])=[N:4][C:3]=1[C:15]#[N:16].C([Sn](CCCC)(CCCC)[C:22]1[CH:27]=[CH:26][CH:25]=[CH:24][N:23]=1)CCC.C[OH:37], predict the reaction product. The product is: [F:14][C:8]1[CH:9]=[CH:10][CH:11]=[C:12]([F:13])[C:7]=1[C:5]1[O:6][C:2]([C:22]2[CH:27]=[CH:26][CH:25]=[CH:24][N:23]=2)=[C:3]([C:15]([NH2:16])=[O:37])[N:4]=1. (4) Given the reactants [NH2:1][C:2]1[CH:7]=[CH:6][C:5]([C:8](=[O:29])[CH2:9][N:10]2[C:14](=[O:15])[C:13]([C:22]3[CH:27]=[CH:26][CH:25]=[CH:24][CH:23]=3)([C:16]3[CH:21]=[CH:20][CH:19]=[CH:18][CH:17]=3)[N:12]=[C:11]2[CH3:28])=[CH:4][CH:3]=1.[CH3:30][O:31][C:32]1[CH:37]=[CH:36][CH:35]=[CH:34][C:33]=1[CH2:38][C:39](Cl)=[O:40], predict the reaction product. The product is: [OH:29][CH:8]([C:5]1[CH:4]=[CH:3][C:2]([NH:1][C:39](=[O:40])[CH2:38][C:33]2[CH:34]=[CH:35][CH:36]=[CH:37][C:32]=2[O:31][CH3:30])=[CH:7][CH:6]=1)[CH2:9][N:10]1[C:14](=[O:15])[C:13]([C:22]2[CH:23]=[CH:24][CH:25]=[CH:26][CH:27]=2)([C:16]2[CH:21]=[CH:20][CH:19]=[CH:18][CH:17]=2)[N:12]=[C:11]1[CH3:28].